This data is from Forward reaction prediction with 1.9M reactions from USPTO patents (1976-2016). The task is: Predict the product of the given reaction. (1) Given the reactants [F:1][C:2]1[CH:7]=[CH:6][C:5]([C:8]2[NH:12][N:11]=[C:10]([C:13]3[CH:18]=[CH:17][C:16]([C@@H:19]4[O:24][CH2:23][CH2:22][N:21](C(OC(C)(C)C)=O)[CH2:20]4)=[CH:15][CH:14]=3)[N:9]=2)=[CH:4][CH:3]=1.[ClH:32].CCOCC, predict the reaction product. The product is: [ClH:32].[F:1][C:2]1[CH:7]=[CH:6][C:5]([C:8]2[NH:12][N:11]=[C:10]([C:13]3[CH:14]=[CH:15][C:16]([C@@H:19]4[O:24][CH2:23][CH2:22][NH:21][CH2:20]4)=[CH:17][CH:18]=3)[N:9]=2)=[CH:4][CH:3]=1. (2) Given the reactants Cl.[CH2:2]([C:4]1[N:8]=[C:7]([CH2:9][N:10]2[C:15]3[CH:16]=[C:17]([C:19]4[CH:24]=[CH:23][C:22]([F:25])=[CH:21][CH:20]=4)[S:18][C:14]=3[C:13](=[O:26])[N:12]([CH:27]3[CH2:32][CH2:31][NH:30][CH2:29][CH2:28]3)[C:11]2=[O:33])[O:6][N:5]=1)[CH3:3].[CH2:34]([O:36][C:37]1[C:46]([O:47][CH3:48])=[CH:45][C:44]2[C:43]([C:49]3[CH:57]=[CH:56][C:52]([C:53](O)=[O:54])=[CH:51][CH:50]=3)=[N:42][C@@H:41]3[CH2:58][CH2:59][S:60][CH2:61][C@@H:40]3[C:39]=2[CH:38]=1)[CH3:35].C1C=CC2N(O)N=NC=2C=1.CCN=C=NCCCN(C)C, predict the reaction product. The product is: [CH2:34]([O:36][C:37]1[C:46]([O:47][CH3:48])=[CH:45][C:44]2[C:43]([C:49]3[CH:50]=[CH:51][C:52]([C:53]([N:30]4[CH2:31][CH2:32][CH:27]([N:12]5[C:13](=[O:26])[C:14]6[S:18][C:17]([C:19]7[CH:20]=[CH:21][C:22]([F:25])=[CH:23][CH:24]=7)=[CH:16][C:15]=6[N:10]([CH2:9][C:7]6[O:6][N:5]=[C:4]([CH2:2][CH3:3])[N:8]=6)[C:11]5=[O:33])[CH2:28][CH2:29]4)=[O:54])=[CH:56][CH:57]=3)=[N:42][C@@H:41]3[CH2:58][CH2:59][S:60][CH2:61][C@@H:40]3[C:39]=2[CH:38]=1)[CH3:35]. (3) Given the reactants [C:1]([O:5][C:6](=[O:19])[NH:7][C:8]1[CH:13]=[CH:12][C:11]([C:14]([F:17])([F:16])[F:15])=[CH:10][C:9]=1[NH2:18])([CH3:4])([CH3:3])[CH3:2].C([O:24][C:25](=O)[CH2:26][C:27]([C:29]1[CH:34]=[CH:33][CH:32]=[C:31]([C:35]2[CH:36]=[N:37][C:38]([CH:42]3[CH2:44][CH2:43]3)=[CH:39][C:40]=2[CH3:41])[CH:30]=1)=[O:28])(C)(C)C, predict the reaction product. The product is: [C:1]([O:5][C:6](=[O:19])[NH:7][C:8]1[CH:13]=[CH:12][C:11]([C:14]([F:17])([F:16])[F:15])=[CH:10][C:9]=1[NH:18][C:25](=[O:24])[CH2:26][C:27]([C:29]1[CH:34]=[CH:33][CH:32]=[C:31]([C:35]2[CH:36]=[N:37][C:38]([CH:42]3[CH2:43][CH2:44]3)=[CH:39][C:40]=2[CH3:41])[CH:30]=1)=[O:28])([CH3:4])([CH3:2])[CH3:3]. (4) Given the reactants [F:1][C:2]1[CH:3]=[C:4]2[C:10](=[O:11])[O:9][CH2:8][C:5]2=[N:6][CH:7]=1.[Cl:12][C:13]1[CH:18]=[CH:17][C:16]([OH:19])=[CH:15][CH:14]=1, predict the reaction product. The product is: [Cl:12][C:13]1[CH:18]=[CH:17][C:16]([O:19][CH2:8][C:5]2[N:6]=[CH:7][C:2]([F:1])=[CH:3][C:4]=2[C:10]([OH:9])=[O:11])=[CH:15][CH:14]=1. (5) Given the reactants C[C@@H]([C@@H:9]1[C@@:13]2([CH3:30])[CH2:14][CH2:15][C:16]3[C@@:21]4([CH3:29])[CH2:22][CH2:23][C:24]([C:26]([CH3:28])([CH3:27])[CH:20]4[CH2:19][CH2:18][C:17]=3[C@:12]2([CH3:31])[CH2:11][CH2:10]1)=[O:25])CCC=C(C)C.O=[O+][O-], predict the reaction product. The product is: [CH3:28][C:26]1([CH3:27])[CH:20]2[C@@:21]([CH3:29])([C:16]3[CH2:15][CH2:14][C@@:13]4([CH3:30])[C@:12]([CH3:31])([C:17]=3[CH2:18][CH2:19]2)[CH2:11][CH2:10][C@@H:9]4[C@H:21]([CH3:20])[CH2:22][CH2:23][CH:24]=[O:25])[CH2:22][CH2:23][C:24]1=[O:25]. (6) Given the reactants Cl[CH2:2][C:3]1[C:8]([CH3:9])=[CH:7][N:6]=[C:5]([NH:10][C:11]2[S:12][C:13]([C:16]#[N:17])=[CH:14][N:15]=2)[CH:4]=1.[Cl-].[CH3:19][NH:20][C:21]([N:23]1[CH2:28][CH2:27][NH2+:26][CH2:25][CH2:24]1)=[O:22].C(N(C(C)C)CC)(C)C, predict the reaction product. The product is: [CH3:19][NH:20][C:21]([N:23]1[CH2:28][CH2:27][N:26]([CH2:2][C:3]2[C:8]([CH3:9])=[CH:7][N:6]=[C:5]([NH:10][C:11]3[S:12][C:13]([C:16]#[N:17])=[CH:14][N:15]=3)[CH:4]=2)[CH2:25][CH2:24]1)=[O:22]. (7) The product is: [NH2:1][C:2]([C:4]1[N:5]=[C:6]([C:27]2[CH:32]=[CH:31][CH:30]=[CH:29][CH:28]=2)[CH:7]=[C:8]2[C:12]([CH:13]3[CH2:18][CH2:17][N:16]([C:19]([O:21][C:22]([CH3:25])([CH3:24])[CH3:23])=[O:20])[CH2:15][CH2:14]3)=[N:11][NH:10][C:9]=12)=[O:3]. Given the reactants [NH2:1][C:2]([C:4]1[N:5]=[C:6](Br)[CH:7]=[C:8]2[C:12]([CH:13]3[CH2:18][CH2:17][N:16]([C:19]([O:21][C:22]([CH3:25])([CH3:24])[CH3:23])=[O:20])[CH2:15][CH2:14]3)=[N:11][NH:10][C:9]=12)=[O:3].[C:27]1(B(O)O)[CH:32]=[CH:31][CH:30]=[CH:29][CH:28]=1.C([O-])([O-])=O.[K+].[K+], predict the reaction product.